This data is from Experimentally validated miRNA-target interactions with 360,000+ pairs, plus equal number of negative samples. The task is: Binary Classification. Given a miRNA mature sequence and a target amino acid sequence, predict their likelihood of interaction. (1) The miRNA is hsa-miR-548i with sequence AAAAGUAAUUGCGGAUUUUGCC. The protein sequence of the target gene is MFSPGQEEPSAPNKEPVKYRELVVLGYNGALPNGDRGRRKSRFALYKRTYASGVKPSTIHMVSTPQASKAISSRGHHSISYTLSRSQTVVVEYTHDKDTDMFQVGRSTESPIDFVVTDTVSGGQNEDAQITQSTISRFACRIVCDRNEPYTARIFAAGFDSSKNIFLGEKAAKWKNPDGHMDGLTTNGVLVMHPQGGFTEESQPGVWREISVCGDVYTLRETRSAQQRGKLVESETNVLQDGSLIDLCGATLLWRTADGLFHAPTQKHIEALRQEINAARPQCPVGLNTLAFPSINRKEV.... Result: 0 (no interaction). (2) The miRNA is hsa-miR-505-3p with sequence CGUCAACACUUGCUGGUUUCCU. The protein sequence of the target gene is MNLEKLSKPELLTLFSILEGELEARDLVIEALKAQHRDTFIEERYGKYNISDPLMALQRDFETLKEKNDSEKQPVCTNPLSVLKAVMKQCKNMQERMLSQLAAAESRHRKVILDLEEERQRHAQDTAEGDDVTYMLEKERERLTQQLEFEKSQVKKFEKEQKKLSSQLEEERTRHKQLSSMLVLECRKATSKAAEEGQKAGELSLKLDKEKSRASKLEEELAAERKRGLQTEAQVEKQLSEFDIEREQLRAKLNREENRTRALKEEVESLKKLVKDLEAAQQHRSTSEQGREPVTMSRGT.... Result: 0 (no interaction). (3) The miRNA is hsa-miR-4436b-5p with sequence GUCCACUUCUGCCUGCCCUGCC. The protein sequence of the target gene is MPVINIEDLTEKDKLKMEVDQLKKEVTLERMLVSKCCEEVRDYVEERSGEDPLVKGIPEDKNPFKELKGGCVIS. Result: 0 (no interaction). (4) The miRNA is hsa-miR-6739-5p with sequence UGGGAAAGAGAAAGAACAAGUA. The protein sequence of the target gene is MYVTMMMTDQIPLELPPLLNGEVAMMPHLVNGEAAQQVILVQVNPGETFTIRAEDGTLQCIQGPAEVPMMSPNGSIPPIHVPPGYISQVIEDSTGVRRVVVTPQSPECYPPSYPSAMSPTHHLPPYLTHHPHFIQNSHTAYYPPVTVPGDMPPQFFPQPHLPPTIYSEPEIIPLYGMSSYVTREDQYSKPPHKKLKDRQIDRQNRLNSPPSTIYKNSCATVYNGYGKGHSGGSSGGGGGGSGGGPGIKKTERRARSSPKSSDSDLQEYELEVKRVQDILSGIEKPQVSNIQARAVVLSWA.... Result: 0 (no interaction). (5) The miRNA is hsa-miR-3937 with sequence ACAGGCGGCUGUAGCAAUGGGGG. The protein sequence of the target gene is MDPEAVELEKRHVHSVYENTAPYFTDLQSKAWPRVRQFLQDQKPGSLVADIGCGTGKYLKVNSQVHTLGCDYCGPLVEIARNRGCEVMVCDNLNLPFRDQGFDAIISIGVIHHFSTKERRIRAIKEMARVLAPGGQLMIYVWAMEQKNRRFEKQDVLVPWNRALCSRLLSESHQSWGHHCEHPRSRGFQGPGSVCGCAVCFKGRCDSKRSHSMDYGSAVARTCCEAISKEGERENGLYSNFGKSFRSWFFSRSLDESTLRKQIERVRPMKIPEAWANSTVSQQPSRHPSLDLHAPEPFST.... Result: 0 (no interaction). (6) The miRNA is hsa-miR-938 with sequence UGCCCUUAAAGGUGAACCCAGU. The protein sequence of the target gene is MVKLAKAGKNQGDPKKMAPPPKEVEEDSEDEEMSEDEEDDSSGEEVVIPQKKGKKAAATSAKKVVVSPTKKVAVATPAKKAAVTPGKKAAATPAKKTVTPAKAVTTPGKKGATPGKALVATPGKKGAAIPAKGAKNGKNAKKEDSDEEEDDDSEEDEEDDEDEDEDEDEIEPAAMKAAAAAPASEDEDDEDDEDDEDDDDDEEDDSEEEAMETTPAKGKKAAKVVPVKAKNVAEDEDEEEDDEDEDDDDDEDDEDDDDEDDEEEEEEEEEEPVKEAPGKRKKEMAKQKAAPEAKKQKVEG.... Result: 1 (interaction). (7) The miRNA is hsa-miR-6861-5p with sequence ACUGGGUAGGUGGGGCUCCAGG. The protein sequence of the target gene is MNPREEKVKIITEEFIENDEDADMGRQNKNSKVRRQPRKKQPPTAVPKEMVSEKSHLGNPQEPVQEEPKTRLLSMTVRRGPRSLPPIPSTSRTGFAEFSMRGRMREKLQAARSKAESALLQEIPTPRPRRLRSPSKKELETEFGTEPGKEVERTQQEVDSQSYSRVKFHDSARKIKPKPQVPPGFPSAEEAYNFFTFNFDPEPEGSEEKPKARHRAGTNQEEEEGEEEEPPAQGGGKEMDEEELLNGDDAEDFLLGLDHVADDFVAVRPADYESIHDRLQMEREMLFIPSRQTVPTYKKL.... Result: 1 (interaction). (8) The miRNA is hsa-miR-299-3p with sequence UAUGUGGGAUGGUAAACCGCUU. The protein sequence of the target gene is MLTPAFDLSQDPDFLTIAIRVPYARVSEFDVYFEGSDFKFYAKPYFLRLTLPGRIVENGSEQGSYDADKGIFTIRLPKETPGQHFEGLNMLTALLAPRKSRTAKPLVEEIGASEIPEEVVDDEEFDWEIEQTPCEEVSESALNPQCHYGFGNLRSGVLQRLQDELSDVIDIKDPDFTPAAERRQKRLAAELAKFDPDHYLADFFEDEAIEQILKYNPWWTDKYSKMMAFLEKSQEQENHATLVSFSEEEKYQLRKFVNKSYLLDKRACRQVCYSLIDILLAYCYETRVTEGEKNVESAWN.... Result: 0 (no interaction).